From a dataset of NCI-60 drug combinations with 297,098 pairs across 59 cell lines. Regression. Given two drug SMILES strings and cell line genomic features, predict the synergy score measuring deviation from expected non-interaction effect. (1) Drug 1: CC1=CC=C(C=C1)C2=CC(=NN2C3=CC=C(C=C3)S(=O)(=O)N)C(F)(F)F. Drug 2: C(CN)CNCCSP(=O)(O)O. Cell line: CAKI-1. Synergy scores: CSS=-8.92, Synergy_ZIP=4.53, Synergy_Bliss=0.839, Synergy_Loewe=-4.31, Synergy_HSA=-4.68. (2) Drug 2: C1=CC(=C(C=C1I)F)NC2=C(C=CC(=C2F)F)C(=O)NOCC(CO)O. Drug 1: CC1=C(C(=O)C2=C(C1=O)N3CC4C(C3(C2COC(=O)N)OC)N4)N. Synergy scores: CSS=71.8, Synergy_ZIP=0.0799, Synergy_Bliss=-0.125, Synergy_Loewe=7.93, Synergy_HSA=10.8. Cell line: HT29. (3) Drug 1: CCCCC(=O)OCC(=O)C1(CC(C2=C(C1)C(=C3C(=C2O)C(=O)C4=C(C3=O)C=CC=C4OC)O)OC5CC(C(C(O5)C)O)NC(=O)C(F)(F)F)O. Drug 2: C1CC(=O)NC(=O)C1N2C(=O)C3=CC=CC=C3C2=O. Cell line: CAKI-1. Synergy scores: CSS=40.0, Synergy_ZIP=0.749, Synergy_Bliss=-0.649, Synergy_Loewe=-17.9, Synergy_HSA=-1.58. (4) Drug 1: C1=NC(=NC(=O)N1C2C(C(C(O2)CO)O)O)N. Drug 2: C1=CN(C=N1)CC(O)(P(=O)(O)O)P(=O)(O)O. Cell line: RPMI-8226. Synergy scores: CSS=34.9, Synergy_ZIP=-2.96, Synergy_Bliss=-3.17, Synergy_Loewe=-20.2, Synergy_HSA=-3.11.